Dataset: Drug-target binding data from BindingDB using IC50 measurements. Task: Regression. Given a target protein amino acid sequence and a drug SMILES string, predict the binding affinity score between them. We predict pIC50 (pIC50 = -log10(IC50 in M); higher means more potent). Dataset: bindingdb_ic50. The drug is O=C1c2cc(-c3cccnc3)c(OC3CCCC3)cc2CN1c1cccc(-c2nncn2C2CC2)n1. The target protein (Q99683) has sequence MSTEADEGITFSVPPFAPSGFCTIPEGGICRRGGAAAVGEGEEHQLPPPPPGSFWNVESAAAPGIGCPAATSSSSATRGRGSSVGGGSRRTTVAYVINEASQGQLVVAESEALQSLREACETVGATLETLHFGKLDFGETTVLDRFYNADIAVVEMSDAFRQPSLFYHLGVRESFSMANNIILYCDTNSDSLQSLKEIICQKNTMCTGNYTFVPYMITPHNKVYCCDSSFMKGLTELMQPNFELLLGPICLPLVDRFIQLLKVAQASSSQYFRESILNDIRKARNLYTGKELAAELARIRQRVDNIEVLTADIVINLLLSYRDIQDYDSIVKLVETLEKLPTFDLASHHHVKFHYAFALNRRNLPGDRAKALDIMIPMVQSEGQVASDMYCLVGRIYKDMFLDSNFTDTESRDHGASWFKKAFESEPTLQSGINYAVLLLAAGHQFESSFELRKVGVKLSSLLGKKGNLEKLQSYWEVGFFLGASVLANDHMRVIQASEK.... The pIC50 is 6.7.